From a dataset of Forward reaction prediction with 1.9M reactions from USPTO patents (1976-2016). Predict the product of the given reaction. Given the reactants [CH3:1][O:2][C:3]1[CH:8]=[CH:7][C:6]([CH:9]([C:24]2[CH:29]=[CH:28][C:27]([O:30][CH3:31])=[CH:26][CH:25]=2)[O:10][CH:11]([C:18]2[CH:23]=[CH:22][CH:21]=[CH:20][CH:19]=2)[CH:12]2[NH:16][CH2:15][CH:14]([OH:17])[CH2:13]2)=[CH:5][CH:4]=1.C(N(CC)CC)C.FC1C([O:46][C:47](=O)[CH2:48][CH2:49][CH2:50][CH2:51][CH2:52][N:53]2[C:61](=[O:62])[C:60]3[C:55](=[CH:56][CH:57]=[CH:58][CH:59]=3)[C:54]2=[O:63])=C(F)C(F)=C(F)C=1F.CO.C(Cl)(Cl)Cl, predict the reaction product. The product is: [CH3:1][O:2][C:3]1[CH:4]=[CH:5][C:6]([CH:9]([C:24]2[CH:25]=[CH:26][C:27]([O:30][CH3:31])=[CH:28][CH:29]=2)[O:10][CH:11]([C:18]2[CH:23]=[CH:22][CH:21]=[CH:20][CH:19]=2)[CH:12]2[CH2:13][CH:14]([OH:17])[CH2:15][N:16]2[C:47](=[O:46])[CH2:48][CH2:49][CH2:50][CH2:51][CH2:52][N:53]2[C:54](=[O:63])[C:55]3[C:60](=[CH:59][CH:58]=[CH:57][CH:56]=3)[C:61]2=[O:62])=[CH:7][CH:8]=1.